Dataset: Forward reaction prediction with 1.9M reactions from USPTO patents (1976-2016). Task: Predict the product of the given reaction. Given the reactants [O:1]=[C:2]([N:16]1[CH2:21][CH2:20][N:19]2[C:22]([C:25]([F:28])([F:27])[F:26])=[N:23][N:24]=[C:18]2[CH2:17]1)[CH2:3][C@H:4]([NH2:15])[CH2:5][C:6]1[CH:11]=[C:10]([F:12])[C:9]([F:13])=[CH:8][C:7]=1[F:14].CO.[C@:31]12([CH2:41][S:42]([OH:45])(=[O:44])=[O:43])[C:38]([CH3:40])([CH3:39])[CH:35]([CH2:36][CH2:37]1)[CH2:34][C:32]2=[O:33], predict the reaction product. The product is: [C@:31]12([CH2:41][S:42]([OH:45])(=[O:43])=[O:44])[C:38]([CH3:40])([CH3:39])[CH:35]([CH2:36][CH2:37]1)[CH2:34][C:32]2=[O:33].[O:1]=[C:2]([N:16]1[CH2:21][CH2:20][N:19]2[C:22]([C:25]([F:28])([F:27])[F:26])=[N:23][N:24]=[C:18]2[CH2:17]1)[CH2:3][C@H:4]([NH2:15])[CH2:5][C:6]1[CH:11]=[C:10]([F:12])[C:9]([F:13])=[CH:8][C:7]=1[F:14].